Dataset: Forward reaction prediction with 1.9M reactions from USPTO patents (1976-2016). Task: Predict the product of the given reaction. (1) Given the reactants [CH3:1][O:2][C:3]1[CH:8]=[C:7]([N+:9]([O-])=O)[C:6]([O:12][CH3:13])=[CH:5][C:4]=1[N:14]1[CH2:19][CH2:18][CH:17]([N:20]2[CH2:25][CH2:24][N:23]([CH2:26][CH2:27][F:28])[CH2:22][CH2:21]2)[CH2:16][CH2:15]1.CCOC(C)=O, predict the reaction product. The product is: [F:28][CH2:27][CH2:26][N:23]1[CH2:24][CH2:25][N:20]([CH:17]2[CH2:18][CH2:19][N:14]([C:4]3[C:3]([O:2][CH3:1])=[CH:8][C:7]([NH2:9])=[C:6]([O:12][CH3:13])[CH:5]=3)[CH2:15][CH2:16]2)[CH2:21][CH2:22]1. (2) Given the reactants [C:1]1([CH2:7][C:8]([NH:10][NH2:11])=[O:9])[CH:6]=[CH:5][CH:4]=[CH:3][CH:2]=1.C(O[C:15](=[NH:21])[C:16]([O:18][CH2:19][CH3:20])=[O:17])C, predict the reaction product. The product is: [CH2:19]([O:18][C:16](=[O:17])[C:15](=[N:11][NH:10][C:8](=[O:9])[CH2:7][C:1]1[CH:6]=[CH:5][CH:4]=[CH:3][CH:2]=1)[NH2:21])[CH3:20]. (3) Given the reactants O.[N+:2]([CH:5]([CH:8]=O)[CH:6]=O)([O-:4])=[O:3].[NH2:10][C:11]1[O:15][C:14]([C:16]([O:18][CH3:19])=[O:17])=[CH:13][CH:12]=1.O.Cl, predict the reaction product. The product is: [N+:2]([C:5]1[CH:6]=[C:12]2[CH:13]=[C:14]([C:16]([O:18][CH3:19])=[O:17])[O:15][C:11]2=[N:10][CH:8]=1)([O-:4])=[O:3]. (4) Given the reactants [N+:1]([C:4]1[CH:9]=[CH:8][C:7]([C:10]2([CH3:24])[C:19](=[O:20])[C:18]3[C:13](=[CH:14][C:15](Cl)=[CH:16][C:17]=3[Cl:21])[NH:12][C:11]2=[O:23])=[CH:6][CH:5]=1)([O-:3])=[O:2].[CH3:25][N:26]1[CH2:31][CH2:30][NH:29][CH2:28][CH2:27]1, predict the reaction product. The product is: [Cl:21][C:17]1[CH:16]=[C:15]([N:29]2[CH2:30][CH2:31][N:26]([CH3:25])[CH2:27][CH2:28]2)[CH:14]=[C:13]2[C:18]=1[C:19](=[O:20])[C:10]([CH3:24])([C:7]1[CH:6]=[CH:5][C:4]([N+:1]([O-:3])=[O:2])=[CH:9][CH:8]=1)[C:11](=[O:23])[NH:12]2. (5) Given the reactants [CH:1]1[C:11]2[CH2:10][CH2:9][C:8]3[CH:12]=[CH:13][CH:14]=[CH:15][C:7]=3[C:6](=[C:16]3[CH2:21][CH2:20][CH:19]([NH2:22])[CH2:18][CH2:17]3)[C:5]=2[CH:4]=[CH:3][CH:2]=1.C(N(CC)CC)C.[F:30][C:31]([F:44])([F:43])[O:32][C:33]1[CH:38]=[CH:37][C:36]([S:39](Cl)(=[O:41])=[O:40])=[CH:35][CH:34]=1, predict the reaction product. The product is: [CH:12]1[C:8]2[CH2:9][CH2:10][C:11]3[CH:1]=[CH:2][CH:3]=[CH:4][C:5]=3[C:6](=[C:16]3[CH2:17][CH2:18][CH:19]([NH:22][S:39]([C:36]4[CH:35]=[CH:34][C:33]([O:32][C:31]([F:30])([F:43])[F:44])=[CH:38][CH:37]=4)(=[O:41])=[O:40])[CH2:20][CH2:21]3)[C:7]=2[CH:15]=[CH:14][CH:13]=1. (6) The product is: [C:27]([C:7]1[CH:24]=[CH:23][C:10]2[CH2:11][CH2:12][N:13]([C:16]([O:18][C:19]([CH3:22])([CH3:21])[CH3:20])=[O:17])[CH2:14][CH2:15][C:9]=2[CH:8]=1)#[N:28]. Given the reactants FC(F)(F)S(O[C:7]1[CH:24]=[CH:23][C:10]2[CH2:11][CH2:12][N:13]([C:16]([O:18][C:19]([CH3:22])([CH3:21])[CH3:20])=[O:17])[CH2:14][CH2:15][C:9]=2[CH:8]=1)(=O)=O.[CH3:27][N:28](C=O)C, predict the reaction product. (7) Given the reactants I[C:2]1[C:10]2[C:5](=[N:6][CH:7]=[C:8]([C:11]3[CH:12]=[C:13]([C:17]([N:19]4[CH2:24][CH2:23][O:22][CH2:21][CH2:20]4)=[O:18])[CH:14]=[CH:15][CH:16]=3)[CH:9]=2)[NH:4][N:3]=1.[NH:25]1[CH:29]=[C:28](B(O)O)[CH:27]=[N:26]1.C(=O)([O-])[O-].[Na+].[Na+], predict the reaction product. The product is: [N:19]1([C:17]([C:13]2[CH:14]=[CH:15][CH:16]=[C:11]([C:8]3[CH:9]=[C:10]4[C:2]([C:28]5[CH:29]=[N:25][NH:26][CH:27]=5)=[N:3][NH:4][C:5]4=[N:6][CH:7]=3)[CH:12]=2)=[O:18])[CH2:24][CH2:23][O:22][CH2:21][CH2:20]1.